This data is from Full USPTO retrosynthesis dataset with 1.9M reactions from patents (1976-2016). The task is: Predict the reactants needed to synthesize the given product. (1) Given the product [NH2:1][C:2]1[N:3]([CH3:24])[C:4](=[O:23])[C:5]2([C:15]3[C:14](=[CH:13][CH:12]=[C:11]([C:38]4[CH:39]=[CH:40][C:35]([C:33]([N:32]([CH3:44])[CH3:31])=[O:34])=[CH:36][CH:37]=4)[CH:10]=3)[O:9][CH:8]([C:17]3[CH:18]=[CH:19][CH:20]=[CH:21][CH:22]=3)[CH2:7]2)[N:6]=1, predict the reactants needed to synthesize it. The reactants are: [NH2:1][C:2]1[N:3]([CH2:24]C2CCCCC2)[C:4](=[O:23])[C:5]2([C:15]3[C:10](=[CH:11][CH:12]=[C:13](Br)[CH:14]=3)[O:9][CH:8]([C:17]3[CH:22]=[CH:21][CH:20]=[CH:19][CH:18]=3)[CH2:7]2)[N:6]=1.[CH3:31][N:32]([CH3:44])[C:33]([C:35]1[CH:40]=[CH:39][C:38](B(O)O)=[CH:37][CH:36]=1)=[O:34]. (2) Given the product [C:16]([O:19][C:20]1(/[CH:33]=[CH:34]/[CH2:35][C:11]([F:14])([F:13])[F:12])[CH2:25][CH2:24][N:23]([C:26]([O:28][C:29]([CH3:30])([CH3:32])[CH3:31])=[O:27])[CH2:22][CH2:21]1)(=[O:18])[CH3:17], predict the reactants needed to synthesize it. The reactants are: CC1(C)OI([C:11]([F:14])([F:13])[F:12])C2C1=CC=CC=2.[C:16]([O:19][C:20]1([CH2:33][CH:34]=[CH2:35])[CH2:25][CH2:24][N:23]([C:26]([O:28][C:29]([CH3:32])([CH3:31])[CH3:30])=[O:27])[CH2:22][CH2:21]1)(=[O:18])[CH3:17]. (3) Given the product [C:1]([O:5][C:6](=[O:27])[NH:7][C:8]1[CH:13]=[C:12]([N:14]([CH2:16][CH:17]2[CH2:19][CH2:18]2)[CH3:15])[C:11]([C:20]([F:23])([F:22])[F:21])=[CH:10][C:9]=1[NH2:24])([CH3:4])([CH3:2])[CH3:3], predict the reactants needed to synthesize it. The reactants are: [C:1]([O:5][C:6](=[O:27])[NH:7][C:8]1[CH:13]=[C:12]([N:14]([CH2:16][CH:17]2[CH2:19][CH2:18]2)[CH3:15])[C:11]([C:20]([F:23])([F:22])[F:21])=[CH:10][C:9]=1[N+:24]([O-])=O)([CH3:4])([CH3:3])[CH3:2].O.O.Cl[Sn]Cl. (4) Given the product [C:31]1([C:2]([C:25]2[CH:30]=[CH:29][CH:28]=[CH:27][CH:26]=2)([C:3]2[N:7]=[CH:6][N:5]([CH2:8][CH:9]3[CH2:10][CH2:11][NH:12][CH2:13][CH2:14]3)[N:4]=2)[OH:1])[CH:32]=[CH:33][CH:34]=[CH:35][CH:36]=1, predict the reactants needed to synthesize it. The reactants are: [OH:1][C:2]([C:31]1[CH:36]=[CH:35][CH:34]=[CH:33][CH:32]=1)([C:25]1[CH:30]=[CH:29][CH:28]=[CH:27][CH:26]=1)[C:3]1[N:7]=[CH:6][N:5]([CH2:8][CH:9]2[CH2:14][CH2:13][N:12](C(OCC3C=CC=CC=3)=O)[CH2:11][CH2:10]2)[N:4]=1.C([O-])=O.[NH4+]. (5) Given the product [F:22][C:13]1[CH:14]=[C:15]([S:18]([CH3:21])(=[O:20])=[O:19])[CH:16]=[CH:17][C:12]=1[C:5]1[CH:6]=[CH:7][C:2]([OH:1])=[CH:3][CH:4]=1, predict the reactants needed to synthesize it. The reactants are: [OH:1][C:2]1[CH:7]=[CH:6][C:5](B(O)O)=[CH:4][CH:3]=1.Br[C:12]1[CH:17]=[CH:16][C:15]([S:18]([CH3:21])(=[O:20])=[O:19])=[CH:14][C:13]=1[F:22].C([O-])([O-])=O.[Na+].[Na+].